From a dataset of Forward reaction prediction with 1.9M reactions from USPTO patents (1976-2016). Predict the product of the given reaction. The product is: [N:23]([CH2:6][C@@H:7]([NH:15][C:16](=[O:17])[O:18][C:19]([CH3:22])([CH3:21])[CH3:20])[CH2:8][CH:9]1[CH2:14][CH2:13][CH2:12][CH2:11][CH2:10]1)=[N+:24]=[N-:25]. Given the reactants CS(O[CH2:6][C@@H:7]([NH:15][C:16]([O:18][C:19]([CH3:22])([CH3:21])[CH3:20])=[O:17])[CH2:8][CH:9]1[CH2:14][CH2:13][CH2:12][CH2:11][CH2:10]1)(=O)=O.[N-:23]=[N+:24]=[N-:25].[Na+].O, predict the reaction product.